From a dataset of Tyrosyl-DNA phosphodiesterase HTS with 341,365 compounds. Binary Classification. Given a drug SMILES string, predict its activity (active/inactive) in a high-throughput screening assay against a specified biological target. (1) The drug is O=C(Nc1c2CCN(c2nc2c1cccc2)C)C(C)C. The result is 0 (inactive). (2) The compound is S(=O)(=O)(N1CCOCC1)c1sc(CC(=O)N2CCN(CC2)c2ccc(OC)cc2)cc1. The result is 1 (active).